This data is from Peptide-MHC class I binding affinity with 185,985 pairs from IEDB/IMGT. The task is: Regression. Given a peptide amino acid sequence and an MHC pseudo amino acid sequence, predict their binding affinity value. This is MHC class I binding data. (1) The peptide sequence is KAFNHASVK. The MHC is HLA-A30:01 with pseudo-sequence HLA-A30:01. The binding affinity (normalized) is 0.672. (2) The binding affinity (normalized) is 0. The peptide sequence is GDPEVTFM. The MHC is Mamu-B01 with pseudo-sequence Mamu-B01. (3) The peptide sequence is KRNYVPCHIR. The MHC is Mamu-B08 with pseudo-sequence Mamu-B08. The binding affinity (normalized) is 0.505. (4) The peptide sequence is ITLWQRPIV. The MHC is HLA-B45:01 with pseudo-sequence HLA-B45:01. The binding affinity (normalized) is 0. (5) The binding affinity (normalized) is 0.0847. The MHC is HLA-A24:03 with pseudo-sequence HLA-A24:03. The peptide sequence is KVIVYCHYY. (6) The peptide sequence is HLKEKSSLR. The MHC is HLA-B51:01 with pseudo-sequence HLA-B51:01. The binding affinity (normalized) is 0.0847. (7) The peptide sequence is FPYEGGKVF. The binding affinity (normalized) is 0.0847. The MHC is HLA-A30:01 with pseudo-sequence HLA-A30:01.